Dataset: Full USPTO retrosynthesis dataset with 1.9M reactions from patents (1976-2016). Task: Predict the reactants needed to synthesize the given product. (1) The reactants are: [CH3:1][C@@H:2]1[CH2:6][CH2:5][CH2:4][N:3]1[CH2:7][C:8]1[S:12][C:11]([NH:13]C(=O)C)=[N:10][C:9]=1[C:17]1[CH:22]=[C:21]([O:23][C:24]([F:27])([F:26])[F:25])[CH:20]=[C:19]([CH3:28])[CH:18]=1.C(O)C.[OH-].[Na+]. Given the product [CH3:1][C@@H:2]1[CH2:6][CH2:5][CH2:4][N:3]1[CH2:7][C:8]1[S:12][C:11]([NH2:13])=[N:10][C:9]=1[C:17]1[CH:22]=[C:21]([O:23][C:24]([F:27])([F:25])[F:26])[CH:20]=[C:19]([CH3:28])[CH:18]=1, predict the reactants needed to synthesize it. (2) Given the product [Cl:1][C:2]1[CH:8]=[C:7]([I:9])[CH:6]=[CH:5][C:3]=1[NH:4][C:10](=[O:12])[CH3:11], predict the reactants needed to synthesize it. The reactants are: [Cl:1][C:2]1[CH:8]=[C:7]([I:9])[CH:6]=[CH:5][C:3]=1[NH2:4].[C:10](OC(=O)C)(=[O:12])[CH3:11]. (3) Given the product [Br:6][C:7]1[CH:12]=[CH:11][C:10]([N:13]([CH3:35])[C:14]([NH:16][C:17]2[N:18]=[C:19]([O:29][CH2:30][CH3:31])[CH:20]=[C:21]([O:23][CH2:24][C:25]([F:27])([F:26])[F:28])[N:22]=2)=[O:15])=[CH:9][CH:8]=1, predict the reactants needed to synthesize it. The reactants are: [H-].[Na+].CCO.[Br:6][C:7]1[CH:12]=[CH:11][C:10]([N:13]([CH3:35])[C:14]([NH:16][C:17]2[N:22]=[C:21]([O:23][CH2:24][C:25]([F:28])([F:27])[F:26])[CH:20]=[C:19]([O:29][CH2:30][C:31](F)(F)F)[N:18]=2)=[O:15])=[CH:9][CH:8]=1.C(O)(=O)C. (4) Given the product [F:16][C:17]([F:28])([F:29])[O:18][C:19]1[CH:24]=[CH:23][CH:22]=[CH:21][C:20]=1[C:2]1[CH:7]=[CH:6][N:5]=[C:4]([C:8]#[N:9])[CH:3]=1, predict the reactants needed to synthesize it. The reactants are: Cl[C:2]1[CH:7]=[CH:6][N:5]=[C:4]([C:8]#[N:9])[CH:3]=1.C(=O)([O-])[O-].[K+].[K+].[F:16][C:17]([F:29])([F:28])[O:18][C:19]1[CH:24]=[CH:23][CH:22]=[CH:21][C:20]=1B(O)O.[Cl-].[NH4+]. (5) Given the product [C:2]([CH:3]([CH2:13][C:14]([C:16]1[CH:17]=[CH:18][C:19]([N+:22]([O-:24])=[O:23])=[CH:20][CH:21]=1)=[O:15])[C:4]([O:6][CH2:7][CH3:10])=[O:5])(=[O:1])[CH3:11], predict the reactants needed to synthesize it. The reactants are: [O:1]=[C:2]([CH3:11])[CH2:3][C:4]([O:6][C:7]([CH3:10])(C)C)=[O:5].Br[CH2:13][C:14]([C:16]1[CH:21]=[CH:20][C:19]([N+:22]([O-:24])=[O:23])=[CH:18][CH:17]=1)=[O:15].BrCC(C1C=CC=CC=1[N+]([O-])=O)=O.